This data is from Forward reaction prediction with 1.9M reactions from USPTO patents (1976-2016). The task is: Predict the product of the given reaction. Given the reactants [CH2:1]([C:3]1[CH:8]=[CH:7][C:6]([C:9]2[N:14]=[C:13]([N:15]([CH3:35])[CH2:16][CH2:17][CH2:18][O:19][C:20]3[CH:21]=[C:22]4[C:26](=[CH:27][CH:28]=3)[C@H:25]([CH2:29][C:30]([O:32]CC)=[O:31])[CH2:24][CH2:23]4)[C:12]([C:36]([F:39])([F:38])[F:37])=[CH:11][CH:10]=2)=[CH:5][CH:4]=1)[CH3:2].[Li+].[OH-].O.[CH2:43]1COC[CH2:44]1, predict the reaction product. The product is: [CH2:43]([CH:29]([C@H:25]1[C:26]2[C:22](=[CH:21][C:20]([O:19][CH2:18][CH2:17][CH2:16][N:15]([C:13]3[C:12]([C:36]([F:37])([F:38])[F:39])=[CH:11][CH:10]=[C:9]([C:6]4[CH:7]=[CH:8][C:3]([CH2:1][CH3:2])=[CH:4][CH:5]=4)[N:14]=3)[CH3:35])=[CH:28][CH:27]=2)[CH2:23][CH2:24]1)[C:30]([OH:32])=[O:31])[CH3:44].